Dataset: Reaction yield outcomes from USPTO patents with 853,638 reactions. Task: Predict the reaction yield, written as a fraction of the theoretical maximum amount of product (1.0 means a 100% yield; for example, 0.34 means a 34% yield). (1) The reactants are [Cl:1][C:2]1[N:10]=[CH:9][C:8]([F:11])=[CH:7][C:3]=1[C:4]([OH:6])=O.[NH2:12][CH2:13][C:14]1[CH:26]=[CH:25][C:17]([C:18]([O:20][C:21]([CH3:24])([CH3:23])[CH3:22])=[O:19])=[CH:16][CH:15]=1.Cl.CN(C)CCCN=C=NCC.O.ON1C2C=CC=CC=2N=N1. The catalyst is ClCCl.O.C(N(CC)CC)C. The product is [Cl:1][C:2]1[C:3]([C:4]([NH:12][CH2:13][C:14]2[CH:15]=[CH:16][C:17]([C:18]([O:20][C:21]([CH3:22])([CH3:24])[CH3:23])=[O:19])=[CH:25][CH:26]=2)=[O:6])=[CH:7][C:8]([F:11])=[CH:9][N:10]=1. The yield is 0.820. (2) The yield is 0.310. The product is [F:14][CH:2]([F:1])[C:3]1[N:7]([C:16]2[N:21]=[C:20]3[N:22]([CH:25]4[CH2:26][CH2:27][N:28]([C:31]([O:33][C:34]([CH3:37])([CH3:36])[CH3:35])=[O:32])[CH2:29][CH2:30]4)[N:23]=[CH:24][C:19]3=[C:18]([N:38]3[CH2:39][CH2:40][O:41][CH2:42][CH2:43]3)[N:17]=2)[C:6]2[CH:8]=[CH:9][CH:10]=[C:11]([O:12][CH3:13])[C:5]=2[N:4]=1. The reactants are [F:1][CH:2]([F:14])[C:3]1[NH:7][C:6]2[CH:8]=[CH:9][CH:10]=[C:11]([O:12][CH3:13])[C:5]=2[N:4]=1.Cl[C:16]1[N:21]=[C:20]2[N:22]([CH:25]3[CH2:30][CH2:29][N:28]([C:31]([O:33][C:34]([CH3:37])([CH3:36])[CH3:35])=[O:32])[CH2:27][CH2:26]3)[N:23]=[CH:24][C:19]2=[C:18]([N:38]2[CH2:43][CH2:42][O:41][CH2:40][CH2:39]2)[N:17]=1.C([O-])([O-])=O.[K+].[K+].C(Cl)Cl.CCOC(C)=O. The catalyst is CS(C)=O.O. (3) The reactants are [C:1]([O:7][CH2:8][O:9][C:10]1[CH:11]=[CH:12][C:13]2[CH2:14][C@H:15]3[N:26](C(OCC4C=CC=CC=4)=O)[CH2:25][CH2:24][C@@:21]4([C:22]=2[CH:23]=1)[C@H:16]3[CH2:17][CH2:18][CH2:19][CH2:20]4)(=[O:6])[C:2]([CH3:5])([CH3:4])[CH3:3]. The catalyst is CCO.[Pd]. The product is [C:1]([O:7][CH2:8][O:9][C:10]1[CH:11]=[CH:12][C:13]2[CH2:14][C@H:15]3[NH:26][CH2:25][CH2:24][C@@:21]4([C:22]=2[CH:23]=1)[C@H:16]3[CH2:17][CH2:18][CH2:19][CH2:20]4)(=[O:6])[C:2]([CH3:5])([CH3:4])[CH3:3]. The yield is 0.450. (4) The reactants are [NH2:1][C:2]1[C:3]([F:23])=[CH:4][C:5]([Cl:22])=[C:6]([NH:8][C:9]2[N:10]=[CH:11][C:12]3[N:17]=[C:16]([NH:18][C:19](=[O:21])[CH3:20])[S:15][C:13]=3[N:14]=2)[CH:7]=1.[C:24]([C:26]([C:29]1[CH:30]=[C:31]([CH:35]=[CH:36][CH:37]=1)[C:32](O)=[O:33])([CH3:28])[CH3:27])#[N:25].F[P-](F)(F)(F)(F)F.N1(OC(N(C)C)=[N+](C)C)C2N=CC=CC=2N=N1.C(=O)([O-])O.[Na+]. The catalyst is N1C=CC=CC=1. The product is [C:19]([NH:18][C:16]1[S:15][C:13]2[N:14]=[C:9]([NH:8][C:6]3[C:5]([Cl:22])=[CH:4][C:3]([F:23])=[C:2]([NH:1][C:32](=[O:33])[C:31]4[CH:35]=[CH:36][CH:37]=[C:29]([C:26]([C:24]#[N:25])([CH3:27])[CH3:28])[CH:30]=4)[CH:7]=3)[N:10]=[CH:11][C:12]=2[N:17]=1)(=[O:21])[CH3:20]. The yield is 0.670.